This data is from Full USPTO retrosynthesis dataset with 1.9M reactions from patents (1976-2016). The task is: Predict the reactants needed to synthesize the given product. Given the product [O:22]=[C:20]1[C:19]2[C:14](=[CH:15][CH:16]=[C:17](/[CH:23]=[CH:24]/[C:25]([NH:27][OH:28])=[O:26])[CH:18]=2)[O:13][C:11]2([CH2:12][NH:9][CH2:10]2)[CH2:21]1, predict the reactants needed to synthesize it. The reactants are: Cl.C(OC([N:9]1[CH2:12][C:11]2([CH2:21][C:20](=[O:22])[C:19]3[C:14](=[CH:15][CH:16]=[C:17](/[CH:23]=[CH:24]/[C:25]([NH:27][O:28]C4CCCCO4)=[O:26])[CH:18]=3)[O:13]2)[CH2:10]1)=O)(C)(C)C.